From a dataset of Forward reaction prediction with 1.9M reactions from USPTO patents (1976-2016). Predict the product of the given reaction. Given the reactants C([O:5][C:6]([NH:8][C@H:9]([C:29](=[O:36])[N:30]1[CH2:35][CH2:34][CH2:33][CH2:32][CH2:31]1)[CH2:10][C:11]1[CH:16]=[CH:15][C:14]([CH2:17][CH2:18][CH2:19][CH2:20][CH2:21][C:22]([O:24]C(C)(C)C)=[O:23])=[CH:13][CH:12]=1)=[O:7])(C)(C)C.FC(F)(F)C(O)=O.C(=O)([O-])[O-].[Na+].[Na+].[CH:50]1[C:62]2[CH:61]([CH2:63]OC(ON3C(=O)CCC3=O)=O)[C:60]3[C:55](=[CH:56][CH:57]=[CH:58][CH:59]=3)[C:54]=2[CH:53]=[CH:52][CH:51]=1, predict the reaction product. The product is: [CH:50]1[C:62]2[CH:61]([CH2:63][O:5][C:6]([NH:8][C@H:9]([C:29](=[O:36])[N:30]3[CH2:31][CH2:32][CH2:33][CH2:34][CH2:35]3)[CH2:10][C:11]3[CH:12]=[CH:13][C:14]([CH2:17][CH2:18][CH2:19][CH2:20][CH2:21][C:22]([OH:24])=[O:23])=[CH:15][CH:16]=3)=[O:7])[C:60]3[C:55](=[CH:56][CH:57]=[CH:58][CH:59]=3)[C:54]=2[CH:53]=[CH:52][CH:51]=1.